From a dataset of Catalyst prediction with 721,799 reactions and 888 catalyst types from USPTO. Predict which catalyst facilitates the given reaction. (1) Reactant: CN(C)[CH:3]=[CH:4][C:5](=O)[C:6]([O:10][CH3:11])([O:8][CH3:9])[CH3:7].C(=O)([O-])[O-].[K+].[K+].Cl.[NH2:21][C:22]([NH2:24])=[NH:23]. Product: [CH3:9][O:8][C:6]([C:5]1[CH:4]=[CH:3][N:21]=[C:22]([NH2:24])[N:23]=1)([O:10][CH3:11])[CH3:7]. The catalyst class is: 8. (2) Reactant: [NH2:1][C:2]1[N:7]=[CH:6][C:5]2[C:8]([C:11]3[CH:12]=[N:13][N:14]([CH:16]4[CH2:21][CH2:20][N:19](C(OC(C)(C)C)=O)[CH2:18][CH2:17]4)[CH:15]=3)=[CH:9][O:10][C:4]=2[C:3]=1[O:29][CH:30]([C:32]1[C:37]([Cl:38])=[C:36]([F:39])[CH:35]=[C:34]([F:40])[C:33]=1[Cl:41])[CH3:31].Cl. Product: [Cl:41][C:33]1[C:34]([F:40])=[CH:35][C:36]([F:39])=[C:37]([Cl:38])[C:32]=1[CH:30]([O:29][C:3]1[C:4]2[O:10][CH:9]=[C:8]([C:11]3[CH:12]=[N:13][N:14]([CH:16]4[CH2:17][CH2:18][NH:19][CH2:20][CH2:21]4)[CH:15]=3)[C:5]=2[CH:6]=[N:7][C:2]=1[NH2:1])[CH3:31]. The catalyst class is: 12. (3) Reactant: [CH2:1]([O:3][C:4]1[N:8]([CH2:9][C:10]2[CH:15]=[CH:14][C:13]([C:16]3[CH:21]=[CH:20][CH:19]=[CH:18][C:17]=3[C:22]3[N:26](C(C4C=CC=CC=4)(C4C=CC=CC=4)C4C=CC=CC=4)[N:25]=[N:24][N:23]=3)=[CH:12][CH:11]=2)[C:7]2[C:46]([C:50]([O:52][C:53]([O:56][C:57]([O:59][CH2:60][CH2:61][CH2:62][CH2:63][CH:64]([O:70][N+:71]([O-:73])=[O:72])[CH2:65][O:66][N+:67]([O-:69])=[O:68])=[O:58])([CH3:55])[CH3:54])=[O:51])=[CH:47][CH:48]=[CH:49][C:6]=2[N:5]=1)[CH3:2]. Product: [CH2:1]([O:3][C:4]1[N:8]([CH2:9][C:10]2[CH:11]=[CH:12][C:13]([C:16]3[CH:21]=[CH:20][CH:19]=[CH:18][C:17]=3[C:22]3[NH:23][N:24]=[N:25][N:26]=3)=[CH:14][CH:15]=2)[C:7]2[C:46]([C:50]([O:52][C:53]([O:56][C:57]([O:59][CH2:60][CH2:61][CH2:62][CH2:63][CH:64]([O:70][N+:71]([O-:73])=[O:72])[CH2:65][O:66][N+:67]([O-:69])=[O:68])=[O:58])([CH3:55])[CH3:54])=[O:51])=[CH:47][CH:48]=[CH:49][C:6]=2[N:5]=1)[CH3:2]. The catalyst class is: 98.